This data is from Forward reaction prediction with 1.9M reactions from USPTO patents (1976-2016). The task is: Predict the product of the given reaction. (1) Given the reactants [CH3:1][C:2]([C:4]1[CH:5]=[CH:6][CH:7]=[C:8]([OH:10])[CH:9]=1)=[O:3].[CH3:11][O:12][C:13](=[O:21])[C:14]1[CH:19]=[CH:18][CH:17]=[CH:16][C:15]=1Br.C(=O)([O-])[O-].[K+].[K+], predict the reaction product. The product is: [CH3:11][O:12][C:13](=[O:21])[C:14]1[CH:19]=[CH:18][CH:17]=[CH:16][C:15]=1[O:10][C:8]1[CH:7]=[CH:6][CH:5]=[C:4]([C:2](=[O:3])[CH3:1])[CH:9]=1. (2) Given the reactants F[C:2]1[CH:3]=[CH:4][C:5]([S:19]([CH3:22])(=[O:21])=[O:20])=[C:6]([NH:8][CH:9]2[C:18]3[C:13](=[CH:14][CH:15]=[CH:16][CH:17]=3)[CH2:12][CH2:11][CH2:10]2)[CH:7]=1.[NH:23]1[CH2:28][CH2:27][NH:26][CH2:25][CH2:24]1.C(N(CC)C(C)C)(C)C, predict the reaction product. The product is: [CH3:22][S:19]([C:5]1[CH:4]=[CH:3][C:2]([N:23]2[CH2:28][CH2:27][NH:26][CH2:25][CH2:24]2)=[CH:7][C:6]=1[NH:8][CH:9]1[C:18]2[C:13](=[CH:14][CH:15]=[CH:16][CH:17]=2)[CH2:12][CH2:11][CH2:10]1)(=[O:21])=[O:20]. (3) The product is: [OH:22][C:3]12[C:14]3[C:19](=[CH:18][CH:17]=[CH:16][CH:15]=3)[C:20](=[O:21])[C:2]1([NH:1][S:29]([C:23]1[CH:28]=[CH:27][CH:26]=[CH:25][CH:24]=1)(=[O:31])=[O:30])[C:6]1[CH:7]=[CH:8][C:9]([CH:11]([CH3:13])[CH3:12])=[CH:10][C:5]=1[O:4]2. Given the reactants [NH2:1][C:2]12[C:20](=[O:21])[C:19]3[C:14](=[CH:15][CH:16]=[CH:17][CH:18]=3)[C:3]1([OH:22])[O:4][C:5]1[CH:10]=[C:9]([CH:11]([CH3:13])[CH3:12])[CH:8]=[CH:7][C:6]=12.[C:23]1([S:29](Cl)(=[O:31])=[O:30])[CH:28]=[CH:27][CH:26]=[CH:25][CH:24]=1.C([O-])([O-])=O.[K+].[K+].C1OCCOCCOCCOCCOCCOC1, predict the reaction product. (4) Given the reactants [NH2:1][C:2]1[CH:6]=[C:5]([S:7]([N:10]2[CH2:15][CH2:14][CH2:13][CH2:12][CH2:11]2)(=[O:9])=[O:8])[S:4][C:3]=1[N:16]1[CH2:21][CH2:20][CH:19]([C:22]([OH:24])=[O:23])[CH2:18][CH2:17]1.[Cl:25][C:26]1[CH:36]=[C:35]([F:37])[C:34]([F:38])=[CH:33][C:27]=1[C:28]([N:30]=[C:31]=[O:32])=[O:29], predict the reaction product. The product is: [Cl:25][C:26]1[CH:36]=[C:35]([F:37])[C:34]([F:38])=[CH:33][C:27]=1[C:28]([NH:30][C:31](=[O:32])[NH:1][C:2]1[CH:6]=[C:5]([S:7]([N:10]2[CH2:11][CH2:12][CH2:13][CH2:14][CH2:15]2)(=[O:9])=[O:8])[S:4][C:3]=1[N:16]1[CH2:17][CH2:18][CH:19]([C:22]([OH:24])=[O:23])[CH2:20][CH2:21]1)=[O:29]. (5) The product is: [Br:11][C:8]1[CH:7]=[CH:6][C:5]([OH:10])=[C:4]([CH:1]([CH3:3])[CH3:2])[CH:9]=1. Given the reactants [CH:1]([C:4]1[CH:9]=[CH:8][CH:7]=[CH:6][C:5]=1[OH:10])([CH3:3])[CH3:2].[Br:11]Br.C([O-])(O)=O.[Na+], predict the reaction product.